Predict the reactants needed to synthesize the given product. From a dataset of Full USPTO retrosynthesis dataset with 1.9M reactions from patents (1976-2016). (1) Given the product [CH2:1]([N:8]1[C@@H:13]2[C@H:14]([C:16]([O:18][C:19]([CH3:21])([CH3:22])[CH3:20])=[O:17])[CH2:15][C@@:9]1([C:43]1[CH:48]=[CH:47][CH:46]=[CH:45][CH:44]=1)[C@H:10]([O:23][C@H:24]([C:25]1[CH:26]=[C:27]([C:35]([F:36])([F:37])[F:38])[CH:28]=[C:29]([C:31]([F:32])([F:33])[F:34])[CH:30]=1)[CH2:39][OH:40])[CH2:11][CH2:12]2)[C:2]1[CH:7]=[CH:6][CH:5]=[CH:4][CH:3]=1, predict the reactants needed to synthesize it. The reactants are: [CH2:1]([N:8]1[C@@H:13]2[C@H:14]([C:16]([O:18][C:19]([CH3:22])([CH3:21])[CH3:20])=[O:17])[CH2:15][C@@:9]1([C:43]1[CH:48]=[CH:47][CH:46]=[CH:45][CH:44]=1)[C@H:10]([O:23][C@H:24]([C:39](OC)=[O:40])[C:25]1[CH:30]=[C:29]([C:31]([F:34])([F:33])[F:32])[CH:28]=[C:27]([C:35]([F:38])([F:37])[F:36])[CH:26]=1)[CH2:11][CH2:12]2)[C:2]1[CH:7]=[CH:6][CH:5]=[CH:4][CH:3]=1.C(N1[C@@H]2[C@H](C(OC(C)(C)C)=O)C[C@@]1(C1C=CC=CC=1)[C@H](O[C@@H](C(OC)=O)C1C=C(C(F)(F)F)C=C(C(F)(F)F)C=1)CC2)C1C=CC=CC=1.[BH4-].[Na+]. (2) Given the product [CH2:1]([O:8][C:9]1[CH:10]=[C:11]([CH:22]([OH:28])[CH2:23][NH:40][C:37]([CH3:38])([CH3:39])[CH2:36][C:33]2[CH:32]=[CH:31][C:30]([F:29])=[CH:35][CH:34]=2)[C:12]2[O:17][C:16]([CH3:19])([CH3:18])[C:15](=[O:20])[NH:14][C:13]=2[CH:21]=1)[C:2]1[CH:3]=[CH:4][CH:5]=[CH:6][CH:7]=1, predict the reactants needed to synthesize it. The reactants are: [CH2:1]([O:8][C:9]1[CH:10]=[C:11]([C:22](=[O:28])[CH:23](OCC)O)[C:12]2[O:17][C:16]([CH3:19])([CH3:18])[C:15](=[O:20])[NH:14][C:13]=2[CH:21]=1)[C:2]1[CH:7]=[CH:6][CH:5]=[CH:4][CH:3]=1.[F:29][C:30]1[CH:35]=[CH:34][C:33]([CH2:36][C:37]([NH2:40])([CH3:39])[CH3:38])=[CH:32][CH:31]=1. (3) Given the product [Cl:1][C:2]1[C:3]2[C:10]([I:18])=[CH:9][N:8]([C:11]3[CH:12]=[C:13]([CH3:17])[CH:14]=[CH:15][CH:16]=3)[C:4]=2[N:5]=[CH:6][N:7]=1, predict the reactants needed to synthesize it. The reactants are: [Cl:1][C:2]1[C:3]2[CH:10]=[CH:9][N:8]([C:11]3[CH:12]=[C:13]([CH3:17])[CH:14]=[CH:15][CH:16]=3)[C:4]=2[N:5]=[CH:6][N:7]=1.[I:18]I. (4) Given the product [OH:27][C:11]1[CH:10]=[C:9]([OH:29])[C:8]([C@@H:7]2[CH2:6][CH2:5][N:4]([CH3:31])[C@H:3]2[CH2:2][OH:1])=[C:17]2[C:12]=1[C:13](=[O:26])[CH:14]=[C:15]([C:18]1[CH:19]=[CH:20][C:21]([C:22]#[N:23])=[CH:24][CH:25]=1)[O:16]2, predict the reactants needed to synthesize it. The reactants are: [OH:1][CH2:2][C@H:3]1[C@H:7]([C:8]2[C:9]([O:29]C)=[CH:10][C:11]([O:27]C)=[C:12]3[C:17]=2[O:16][C:15]([C:18]2[CH:25]=[CH:24][C:21]([C:22]#[N:23])=[CH:20][CH:19]=2)=[CH:14][C:13]3=[O:26])[CH2:6][CH2:5][N:4]1[CH3:31].Cl.N1C=CC=CC=1. (5) Given the product [CH:2]([C:4]1[C:12]2[C:11]3[CH:13]=[CH:14][CH:15]=[CH:16][C:10]=3[O:9][C:8]=2[C:7]([NH:17][C:18](=[O:20])[CH3:19])=[C:6]([CH:21]([CH3:23])[CH3:22])[CH:5]=1)([CH3:3])[CH3:1], predict the reactants needed to synthesize it. The reactants are: [CH2:1]=[C:2]([C:4]1[C:12]2[C:11]3[CH:13]=[CH:14][CH:15]=[CH:16][C:10]=3[O:9][C:8]=2[C:7]([NH:17][C:18](=[O:20])[CH3:19])=[C:6]([C:21]([CH3:23])=[CH2:22])[CH:5]=1)[CH3:3]. (6) Given the product [Cl:54][C:38]1[C:39]([NH:41][C:42]2[CH:47]=[CH:46][CH:45]=[CH:44][C:43]=2[C:48]2[N:49]([CH3:53])[CH:50]=[CH:51][N:52]=2)=[N:40][C:35]([NH:16][C:13]2[CH:14]=[CH:15][C:8]3[CH2:7][CH2:6][CH:5]([NH:4][CH2:3][C:2]([F:17])([F:18])[F:1])[CH2:11][CH2:10][C:9]=3[CH:12]=2)=[N:36][CH:37]=1, predict the reactants needed to synthesize it. The reactants are: [F:1][C:2]([F:18])([F:17])[CH2:3][NH:4][CH:5]1[CH2:11][CH2:10][C:9]2[CH:12]=[C:13]([NH2:16])[CH:14]=[CH:15][C:8]=2[CH2:7][CH2:6]1.CC1(C)[C@]2(CS(O)(=O)=O)C(C[C@H]1CC2)=O.Cl[C:35]1[N:40]=[C:39]([NH:41][C:42]2[CH:47]=[CH:46][CH:45]=[CH:44][C:43]=2[C:48]2[N:49]([CH3:53])[CH:50]=[CH:51][N:52]=2)[C:38]([Cl:54])=[CH:37][N:36]=1. (7) The reactants are: [CH3:1][N:2]([CH3:21])[CH2:3][CH2:4][O:5][C:6]1[CH:7]=[C:8]([C:18]([OH:20])=O)[C:9]2[CH:10]=[CH:11][N:12]([CH:15]([CH3:17])[CH3:16])[C:13]=2[CH:14]=1.CCN=C=NCCCN(C)C.Cl.C1C=CC2N(O)N=NC=2C=1.CCN(C(C)C)C(C)C.[NH2:53][CH2:54][C:55]1[C:56](=[O:65])[NH:57][C:58]([CH3:64])=[CH:59][C:60]=1[CH2:61][CH2:62][CH3:63]. Given the product [CH3:64][C:58]1[NH:57][C:56](=[O:65])[C:55]([CH2:54][NH:53][C:18]([C:8]2[C:9]3[CH:10]=[CH:11][N:12]([CH:15]([CH3:16])[CH3:17])[C:13]=3[CH:14]=[C:6]([O:5][CH2:4][CH2:3][N:2]([CH3:1])[CH3:21])[CH:7]=2)=[O:20])=[C:60]([CH2:61][CH2:62][CH3:63])[CH:59]=1, predict the reactants needed to synthesize it.